This data is from Catalyst prediction with 721,799 reactions and 888 catalyst types from USPTO. The task is: Predict which catalyst facilitates the given reaction. (1) Reactant: [NH2:1][C:2]1[N:7]([CH2:8][CH2:9][CH2:10][CH3:11])[C:6](=[O:12])[NH:5][C:4](=[O:13])[C:3]=1[N:14]=O.OS([O-])(=O)=O.[Na+]. Product: [NH2:14][C:3]1[C:4](=[O:13])[NH:5][C:6](=[O:12])[N:7]([CH2:8][CH2:9][CH2:10][CH3:11])[C:2]=1[NH2:1]. The catalyst class is: 6. (2) Reactant: [Na].[CH2:2]([N:6]([CH2:17][CH2:18][CH2:19][CH3:20])[C:7]1[CH:14]=[CH:13][C:10]([CH:11]=O)=[C:9]([O:15][CH3:16])[CH:8]=1)[CH2:3][CH2:4][CH3:5].[CH3:21][O:22][C:23]1[C:24](=[O:32])[CH2:25][C:26]([CH3:31])([CH3:30])[CH2:27][C:28]=1[CH3:29]. Product: [CH2:2]([N:6]([CH2:17][CH2:18][CH2:19][CH3:20])[C:7]1[CH:14]=[CH:13][C:10]([CH:11]=[CH:29][C:28]2[CH2:27][C:26]([CH3:30])([CH3:31])[CH2:25][C:24](=[O:32])[C:23]=2[O:22][CH3:21])=[C:9]([O:15][CH3:16])[CH:8]=1)[CH2:3][CH2:4][CH3:5]. The catalyst class is: 8. (3) The catalyst class is: 12. Product: [F:1][C:2]1[C:7]([F:8])=[C:6]([O:9][CH3:10])[CH:5]=[CH:4][C:3]=1[CH:11]1[CH2:13][CH:12]1[CH2:14][C:15]([O:17][CH2:19][CH3:20])=[O:16]. Reactant: [F:1][C:2]1[C:7]([F:8])=[C:6]([O:9][CH3:10])[CH:5]=[CH:4][C:3]=1[CH:11]1[CH2:13][CH:12]1[CH2:14][C:15]([OH:17])=[O:16].Cl.[CH2:19](O)[CH3:20]. (4) Reactant: [C:1]([N:4]1[CH2:9][CH2:8][C:7](=[O:10])[CH2:6][CH2:5]1)(=[O:3])[CH3:2].[CH:11]1([Mg]Br)[CH2:16][CH2:15][CH2:14][CH2:13][CH2:12]1.[Cl-].[NH4+]. Product: [C:1]([N:4]1[CH2:9][CH2:8][C:7]([CH:11]2[CH2:16][CH2:15][CH2:14][CH2:13][CH2:12]2)([OH:10])[CH2:6][CH2:5]1)(=[O:3])[CH3:2]. The catalyst class is: 7. (5) Reactant: [CH3:1][N:2]([CH3:28])[CH2:3][C:4]#[C:5][C:6]1[CH:15]=[C:14]2[C:9]([CH:10]=[CH:11][N:12]([C:17]3[CH:18]=[C:19]([CH:24]=[CH:25][C:26]=3[CH3:27])[C:20]([O:22][CH3:23])=[O:21])[C:13]2=[O:16])=[CH:8][CH:7]=1.CO.C(OCC)(=O)C. Product: [CH3:28][N:2]([CH3:1])[CH2:3][CH2:4][CH2:5][C:6]1[CH:15]=[C:14]2[C:9]([CH:10]=[CH:11][N:12]([C:17]3[CH:18]=[C:19]([CH:24]=[CH:25][C:26]=3[CH3:27])[C:20]([O:22][CH3:23])=[O:21])[C:13]2=[O:16])=[CH:8][CH:7]=1. The catalyst class is: 29.